This data is from Full USPTO retrosynthesis dataset with 1.9M reactions from patents (1976-2016). The task is: Predict the reactants needed to synthesize the given product. (1) Given the product [C:20]([C@@:15]([C:16]([OH:18])=[O:17])([OH:19])[C@@:14]([C:6](=[O:13])[C:7]1[CH:12]=[CH:11][CH:10]=[CH:9][CH:8]=1)([OH:28])[C:29]([OH:31])=[O:30])(=[O:27])[C:21]1[CH:26]=[CH:25][CH:24]=[CH:23][CH:22]=1.[O:32]=[C:33]([N:47]1[CH2:52][CH2:51][N:50]2[C:53]([C:56]([F:59])([F:58])[F:57])=[N:54][N:55]=[C:49]2[CH2:48]1)[CH2:34][C@H:35]([NH2:46])[CH2:36][C:37]1[CH:42]=[C:41]([F:43])[C:40]([F:44])=[CH:39][C:38]=1[F:45], predict the reactants needed to synthesize it. The reactants are: C(O)(C)C.O.[C:6]([C@@:14]([C:29]([OH:31])=[O:30])([OH:28])[C@@:15]([C:20](=[O:27])[C:21]1[CH:26]=[CH:25][CH:24]=[CH:23][CH:22]=1)([OH:19])[C:16]([OH:18])=[O:17])(=[O:13])[C:7]1[CH:12]=[CH:11][CH:10]=[CH:9][CH:8]=1.[O:32]=[C:33]([N:47]1[CH2:52][CH2:51][N:50]2[C:53]([C:56]([F:59])([F:58])[F:57])=[N:54][N:55]=[C:49]2[CH2:48]1)[CH2:34][CH:35]([NH2:46])[CH2:36][C:37]1[CH:42]=[C:41]([F:43])[C:40]([F:44])=[CH:39][C:38]=1[F:45]. (2) The reactants are: [Br:1][C:2]1[C:3](=[O:26])[N:4]([CH2:18][CH2:19][C:20]2[CH:25]=[CH:24][CH:23]=[CH:22][CH:21]=2)[C:5]([C:11]2[CH:16]=[CH:15][CH:14]=[CH:13][C:12]=2[OH:17])=[N:6][C:7]=1[CH2:8]OC.C(Br)(Br)(Br)[Br:28].C1(P(C2C=CC=CC=2)C2C=CC=CC=2)C=CC=CC=1. Given the product [Br:1][C:2]1[C:3](=[O:26])[N:4]([CH2:18][CH2:19][C:20]2[CH:25]=[CH:24][CH:23]=[CH:22][CH:21]=2)[C:5]([C:11]2[CH:16]=[CH:15][CH:14]=[CH:13][C:12]=2[OH:17])=[N:6][C:7]=1[CH2:8][Br:28], predict the reactants needed to synthesize it. (3) Given the product [Cl:1][C:2]1[CH:3]=[C:4]([CH:5]=[CH:6][CH:7]=1)[O:8][C:10]1[C:19]2[C:14](=[CH:15][C:16]([O:20][CH3:21])=[CH:17][CH:18]=2)[CH:13]=[C:12]([NH:22][C:23]2[CH:27]=[C:26]([CH3:28])[NH:25][N:24]=2)[N:11]=1, predict the reactants needed to synthesize it. The reactants are: [Cl:1][C:2]1[CH:3]=[C:4]([OH:8])[CH:5]=[CH:6][CH:7]=1.Cl[C:10]1[C:19]2[C:14](=[CH:15][C:16]([O:20][CH3:21])=[CH:17][CH:18]=2)[CH:13]=[C:12]([NH:22][C:23]2[CH:27]=[C:26]([CH3:28])[NH:25][N:24]=2)[N:11]=1. (4) Given the product [Cl:1][C:2]1[CH:7]=[C:6]([F:8])[C:5]([N+:18]([O-:20])=[O:19])=[CH:4][C:3]=1[N:9]([S:13]([CH2:16][Cl:17])(=[O:14])=[O:15])[C:10](=[O:12])[CH3:11], predict the reactants needed to synthesize it. The reactants are: [Cl:1][C:2]1[CH:7]=[C:6]([F:8])[CH:5]=[CH:4][C:3]=1[N:9]([S:13]([CH2:16][Cl:17])(=[O:15])=[O:14])[C:10](=[O:12])[CH3:11].[N+:18]([O-])([OH:20])=[O:19].